Dataset: Catalyst prediction with 721,799 reactions and 888 catalyst types from USPTO. Task: Predict which catalyst facilitates the given reaction. Reactant: [CH3:1][O:2][C:3]1[CH:9]=[CH:8][C:6]([NH2:7])=[CH:5][CH:4]=1.C(N(CC)CC)C.[Cl-].ClC1N(C)CC[NH+]1C.[CH3:26][O:27][C:28]1[C:29](=[O:52])[C:30]([CH3:51])=[C:31]([CH2:37][C:38]2[C:39]([O:47][C:48](=[O:50])[CH3:49])=[C:40]([CH:44]=[CH:45][CH:46]=2)[C:41](O)=[O:42])[C:32](=[O:36])[C:33]=1[O:34][CH3:35]. Product: [CH3:26][O:27][C:28]1[C:29](=[O:52])[C:30]([CH3:51])=[C:31]([CH2:37][C:38]2[C:39]([O:47][C:48](=[O:50])[CH3:49])=[C:40]([CH:44]=[CH:45][CH:46]=2)[C:41]([NH:7][C:6]2[CH:8]=[CH:9][C:3]([O:2][CH3:1])=[CH:4][CH:5]=2)=[O:42])[C:32](=[O:36])[C:33]=1[O:34][CH3:35]. The catalyst class is: 2.